From a dataset of Reaction yield outcomes from USPTO patents with 853,638 reactions. Predict the reaction yield, written as a fraction of the theoretical maximum amount of product (1.0 means a 100% yield; for example, 0.34 means a 34% yield). (1) The reactants are [NH2:1][C:2]1[CH:10]=[CH:9][C:8]([N+:11]([O-:13])=[O:12])=[CH:7][C:3]=1[C:4]([OH:6])=O.[CH2:14]([NH2:16])[CH3:15].CCN(C(C)C)C(C)C.CN(C(ON1N=NC2C=CC=NC1=2)=[N+](C)C)C.F[P-](F)(F)(F)(F)F. The catalyst is CN(C=O)C. The product is [NH2:1][C:2]1[CH:10]=[CH:9][C:8]([N+:11]([O-:13])=[O:12])=[CH:7][C:3]=1[C:4]([NH:16][CH2:14][CH3:15])=[O:6]. The yield is 0.933. (2) The reactants are [C:1]([C:5]1[CH:10]=[CH:9][CH:8]=[CH:7][C:6]=1[N:11]1[CH2:16][CH2:15][N:14]([C:17](=[O:21])[C:18]([OH:20])=O)[CH2:13][CH2:12]1)([CH3:4])([CH3:3])[CH3:2].[NH:22]1[CH2:27][CH2:26][CH:25]([C:28]([O:30][CH3:31])=[O:29])[CH2:24][CH2:23]1.CCN=C=NCCCN(C)C.C1C=CC2N(O)N=NC=2C=1.C(=O)([O-])O.[Na+]. The catalyst is C(#N)C. The product is [C:1]([C:5]1[CH:10]=[CH:9][CH:8]=[CH:7][C:6]=1[N:11]1[CH2:12][CH2:13][N:14]([C:17](=[O:21])[C:18]([N:22]2[CH2:27][CH2:26][CH:25]([C:28]([O:30][CH3:31])=[O:29])[CH2:24][CH2:23]2)=[O:20])[CH2:15][CH2:16]1)([CH3:4])([CH3:2])[CH3:3]. The yield is 0.400. (3) The reactants are [CH2:1]([C:3]1[CH:4]=[C:5]([CH:8]=[O:9])[S:6][CH:7]=1)[CH3:2].[BH4-].[Na+].[Cl-].[NH4+]. The catalyst is CO. The product is [CH2:1]([C:3]1[CH:4]=[C:5]([CH2:8][OH:9])[S:6][CH:7]=1)[CH3:2]. The yield is 1.00. (4) The reactants are [CH3:1][NH2:2].CS(O[CH2:8][CH2:9][CH2:10][C:11]1[C:19]2[C:14](=[CH:15][CH:16]=[CH:17][C:18]=2[NH:20][C:21]2[C:29]3[C:24](=[CH:25][N:26]=[CH:27][CH:28]=3)[O:23][C:22]=2[C:30]2[N:35]=[CH:34][CH:33]=[CH:32][N:31]=2)[N:13](C(OC(C)(C)C)=O)[N:12]=1)(=O)=O. The catalyst is C1COCC1. The product is [CH3:1][NH:2][CH2:8][CH2:9][CH2:10][C:11]1[C:19]2[C:18]([NH:20][C:21]3[C:29]4[C:24](=[CH:25][N:26]=[CH:27][CH:28]=4)[O:23][C:22]=3[C:30]3[N:35]=[CH:34][CH:33]=[CH:32][N:31]=3)=[CH:17][CH:16]=[CH:15][C:14]=2[NH:13][N:12]=1. The yield is 0.240. (5) The reactants are [CH2:1]([N:8]([CH3:21])[CH2:9][C:10]1[N:19]=[C:18](Cl)[C:17]2[C:12](=[CH:13][CH:14]=[CH:15][CH:16]=2)[N:11]=1)[C:2]1[CH:7]=[CH:6][CH:5]=[CH:4][CH:3]=1.[CH3:22][N:23]([CH3:28])[CH2:24][CH2:25][CH2:26][NH2:27]. The catalyst is C(O)C. The product is [CH3:22][N:23]([CH3:28])[CH2:24][CH2:25][CH2:26][NH:27][C:18]1[C:17]2[C:12](=[CH:13][CH:14]=[CH:15][CH:16]=2)[N:11]=[C:10]([CH2:9][N:8]([CH3:21])[CH2:1][C:2]2[CH:7]=[CH:6][CH:5]=[CH:4][CH:3]=2)[N:19]=1. The yield is 0.980. (6) The yield is 0.890. The reactants are [CH2:1]([O:3][C:4](=N)[CH2:5][CH2:6][CH2:7][O:8][C@H:9]1[CH2:14][CH2:13][C@H:12]([N:15]([CH3:29])[S:16]([C:19]2[CH:24]=[CH:23][C:22]([C:25]([F:28])([F:27])[F:26])=[CH:21][CH:20]=2)(=[O:18])=[O:17])[CH2:11][CH2:10]1)[CH3:2].CC[O:33]C(C)=O. The product is [CH2:1]([O:3][C:4](=[O:33])[CH2:5][CH2:6][CH2:7][O:8][C@H:9]1[CH2:14][CH2:13][C@H:12]([N:15]([CH3:29])[S:16]([C:19]2[CH:24]=[CH:23][C:22]([C:25]([F:28])([F:27])[F:26])=[CH:21][CH:20]=2)(=[O:18])=[O:17])[CH2:11][CH2:10]1)[CH3:2]. The catalyst is O.